Dataset: Full USPTO retrosynthesis dataset with 1.9M reactions from patents (1976-2016). Task: Predict the reactants needed to synthesize the given product. (1) Given the product [N:1]([C:4](=[CH:20][C:18]1[S:19][C:15]([CH3:14])=[CH:16][CH:17]=1)[C:5]([O:7][CH2:8][CH3:9])=[O:6])=[N+:2]=[N-:3], predict the reactants needed to synthesize it. The reactants are: [N:1]([CH2:4][C:5]([O:7][CH2:8][CH3:9])=[O:6])=[N+:2]=[N-:3].[O-]CC.[Na+].[CH3:14][C:15]1[S:19][C:18]([CH:20]=O)=[CH:17][CH:16]=1.[Cl-].[NH4+]. (2) Given the product [N:67]1([C:72]2[CH:79]=[CH:78][C:75]([C:76]3[NH:42][C:39]4=[N:40][CH:41]=[C:36]([Br:35])[C:37]([N:46]5[CH2:51][CH2:50][N:49]([CH2:52][C:53]6[CH:54]=[N:55][CH:56]=[CH:57][CH:58]=6)[CH2:48][CH2:47]5)=[C:38]4[N:43]=3)=[CH:74][CH:73]=2)[CH:71]=[CH:70][CH:69]=[N:68]1, predict the reactants needed to synthesize it. The reactants are: BrC1C(N2CCN(C(NC3C=CC=CC=3)=O)CC2)=C2N=C(C3C=CC(N(C)C)=CC=3)NC2=NC=1.[Br:35][C:36]1[C:37]([N:46]2[CH2:51][CH2:50][N:49]([CH2:52][C:53]3[CH:54]=[N:55][CH:56]=[CH:57][CH:58]=3)[CH2:48][CH2:47]2)=[C:38]([N+:43]([O-])=O)[C:39]([NH2:42])=[N:40][CH:41]=1.[O-]S(S([O-])=O)=O.[Na+].[Na+].[N:67]1([C:72]2[CH:79]=[CH:78][C:75]([CH:76]=O)=[CH:74][CH:73]=2)[CH:71]=[CH:70][CH:69]=[N:68]1. (3) Given the product [CH:1]1([C:6]2[CH:7]=[C:8]([OH:9])[CH:37]=[CH:38][CH:39]=2)[CH2:2][CH2:3][CH2:4][CH2:5]1, predict the reactants needed to synthesize it. The reactants are: [C:1]1([C:6]2[CH:7]=[C:8]([CH:37]=[CH:38][CH:39]=2)[O:9]C[Si](O[Si](C[O:9][C:8]2[CH:37]=[CH:38][CH:39]=[C:6]([C:1]3[CH2:5][CH2:4][CH2:3][CH:2]=3)[CH:7]=2)(C)C(C)(C)C)(C(C)(C)C)C)[CH2:5][CH2:4][CH2:3][CH:2]=1.[H][H]. (4) Given the product [CH:1]([N:14]1[CH2:17][CH:16]([C:19]2[O:20][C:21]3[CH:28]=[CH:27][CH:26]=[CH:25][C:22]=3[C:23]=2[CH3:24])[CH2:15]1)([C:8]1[CH:9]=[CH:10][CH:11]=[CH:12][CH:13]=1)[C:2]1[CH:7]=[CH:6][CH:5]=[CH:4][CH:3]=1, predict the reactants needed to synthesize it. The reactants are: [CH:1]([N:14]1[CH2:17][C:16]([C:19]2[O:20][C:21]3[CH:28]=[CH:27][CH:26]=[CH:25][C:22]=3[C:23]=2[CH3:24])(O)[CH2:15]1)([C:8]1[CH:13]=[CH:12][CH:11]=[CH:10][CH:9]=1)[C:2]1[CH:7]=[CH:6][CH:5]=[CH:4][CH:3]=1.C([SiH](CC)CC)C.FC(F)(F)C(O)=O.B(F)(F)F.CCOCC. (5) Given the product [F:24][C:25]1[C:30]([C:2]2[CH:3]=[C:4]3[C:8](=[CH:9][CH:10]=2)[CH2:7][CH:6]([NH:11][S:12]([CH:15]([CH3:17])[CH3:16])(=[O:14])=[O:13])[CH2:5]3)=[CH:29][CH:28]=[CH:27][N:26]=1, predict the reactants needed to synthesize it. The reactants are: I[C:2]1[CH:3]=[C:4]2[C:8](=[CH:9][CH:10]=1)[CH2:7][CH:6]([NH:11][S:12]([CH:15]([CH3:17])[CH3:16])(=[O:14])=[O:13])[CH2:5]2.C(=O)([O-])[O-].[Cs+].[Cs+].[F:24][C:25]1[C:30](B(O)O)=[CH:29][CH:28]=[CH:27][N:26]=1.C1(P(C2C=CC=CC=2)C2C=CC=CC=2)C=CC=CC=1. (6) Given the product [N:2]1([C:8]2[C:13]([C:14]([O:16][CH:17]([CH3:19])[CH3:18])=[O:15])=[CH:12][CH:11]=[CH:10][N:9]=2)[CH2:3][CH2:4][NH:5][CH2:6][CH2:7]1, predict the reactants needed to synthesize it. The reactants are: Cl.[N:2]1([C:8]2[C:13]([C:14]([O:16][CH:17]([CH3:19])[CH3:18])=[O:15])=[CH:12][CH:11]=[CH:10][N:9]=2)[CH2:7][CH2:6][NH:5][CH2:4][CH2:3]1.[OH-].[Na+]. (7) Given the product [CH3:1][N:2]([S:23]([CH3:22])(=[O:25])=[O:24])[C:3]1([C:15]([O:17][C:18]([CH3:21])([CH3:20])[CH3:19])=[O:16])[C:11]2[C:6](=[CH:7][CH:8]=[C:9]([N+:12]([O-:14])=[O:13])[CH:10]=2)[NH:5][NH:4]1, predict the reactants needed to synthesize it. The reactants are: [CH3:1][NH:2][C:3]1([C:15]([O:17][C:18]([CH3:21])([CH3:20])[CH3:19])=[O:16])[C:11]2[C:6](=[CH:7][CH:8]=[C:9]([N+:12]([O-:14])=[O:13])[CH:10]=2)[NH:5][NH:4]1.[CH3:22][S:23](Cl)(=[O:25])=[O:24]. (8) Given the product [CH3:34][O:33][C:31](=[O:32])[CH:30]([N:10]1[C:5]2=[N:6][CH:7]=[CH:8][CH:9]=[C:4]2[C:3]([C:11]([O:13][C:14]([CH3:17])([CH3:16])[CH3:15])=[O:12])=[C:2]1[CH3:1])[CH3:35], predict the reactants needed to synthesize it. The reactants are: [CH3:1][C:2]1[NH:10][C:5]2=[N:6][CH:7]=[CH:8][CH:9]=[C:4]2[C:3]=1[C:11]([O:13][C:14]([CH3:17])([CH3:16])[CH3:15])=[O:12].C(=O)([O-])[O-].[Cs+].[Cs+].CN(C=O)C.Br[CH:30]([CH3:35])[C:31]([O:33][CH3:34])=[O:32].